This data is from Full USPTO retrosynthesis dataset with 1.9M reactions from patents (1976-2016). The task is: Predict the reactants needed to synthesize the given product. (1) Given the product [NH2:1][C@@H:2]([CH2:25][CH:26]([CH3:31])[CH3:27])[C@H:3]([OH:24])[CH2:4][NH:42][C:38]([CH3:41])([CH3:40])[CH3:39], predict the reactants needed to synthesize it. The reactants are: [NH2:1][C@@H:2]([CH2:25][CH:26]1[CH2:31]CCC[CH2:27]1)[C@@H:3]([OH:24])[CH2:4]N(CC1C=CC(C#N)=CC=1)C(OCC[Si](C)(C)C)=O.C(NC(=O)[O-])C.[C:38]([NH2:42])([CH3:41])([CH3:40])[CH3:39]. (2) Given the product [OH2:28].[ClH:1].[Cl:16][C:10]1[CH:11]=[CH:12][CH:13]=[C:14]([Cl:15])[C:9]=1[CH2:8][C:6]1[N:7]=[C:2]([NH:29][OH:28])[N:3]=[C:4]([NH:17][C:18]2[CH:25]=[CH:24][C:21]([C:22]#[N:23])=[CH:20][CH:19]=2)[N:5]=1, predict the reactants needed to synthesize it. The reactants are: [Cl:1][C:2]1[N:7]=[C:6]([CH2:8][C:9]2[C:14]([Cl:15])=[CH:13][CH:12]=[CH:11][C:10]=2[Cl:16])[N:5]=[C:4]([NH:17][C:18]2[CH:25]=[CH:24][C:21]([C:22]#[N:23])=[CH:20][CH:19]=2)[N:3]=1.C[Si](C)(C)[O:28][NH2:29].